Dataset: Catalyst prediction with 721,799 reactions and 888 catalyst types from USPTO. Task: Predict which catalyst facilitates the given reaction. (1) Reactant: [ClH:1].[O:2]1[CH2:7][CH2:6][N:5]([CH2:8][CH2:9][O:10][C:11]2[CH:12]=[C:13]([CH:25]=[CH:26][CH:27]=2)[CH2:14][O:15][C:16]2[CH:24]=[CH:23][C:19]([C:20](O)=[O:21])=[CH:18][CH:17]=2)[CH2:4][CH2:3]1. Product: [N:5]1([CH2:8][CH2:9][O:10][C:11]2[CH:12]=[C:13]([CH:25]=[CH:26][CH:27]=2)[CH2:14][O:15][C:16]2[CH:24]=[CH:23][C:19]([C:20]([Cl:1])=[O:21])=[CH:18][CH:17]=2)[CH2:6][CH2:7][O:2][CH2:3][CH2:4]1. The catalyst class is: 820. (2) Reactant: CC1(C)C(C)(C)[O:5][B:4]([C:9]2[CH:10]=[C:11]3[C:17]([C:18]([O:20][CH3:21])=[O:19])=[N:16][N:15]([CH2:22][O:23][CH2:24][CH2:25][Si:26]([CH3:29])([CH3:28])[CH3:27])[C:12]3=[N:13][CH:14]=2)[O:3]1.C([O-])(=O)C.[NH4+].I([O-])(=O)(=O)=O.[Na+]. Product: [CH3:21][O:20][C:18]([C:17]1[C:11]2[C:12](=[N:13][CH:14]=[C:9]([B:4]([OH:5])[OH:3])[CH:10]=2)[N:15]([CH2:22][O:23][CH2:24][CH2:25][Si:26]([CH3:27])([CH3:29])[CH3:28])[N:16]=1)=[O:19]. The catalyst class is: 95.